From a dataset of Forward reaction prediction with 1.9M reactions from USPTO patents (1976-2016). Predict the product of the given reaction. (1) Given the reactants [NH2:1][C:2]1[N:7]=[CH:6][C:5]([C:8]2[N:13]=[C:12]([N:14]3[CH2:18][CH:17]4[CH2:19][CH:15]3[CH2:16]4)[N:11]=[C:10]([N:20]3[CH2:25][C@@H:24]4[CH2:26][C@H:21]3[CH2:22][N:23]4C(OC(C)(C)C)=O)[CH:9]=2)=[CH:4][C:3]=1[C:34]([F:37])([F:36])[F:35].FC(F)(F)C(O)=O, predict the reaction product. The product is: [CH:15]12[CH2:16][CH:17]([CH2:19]1)[CH2:18][N:14]2[C:12]1[N:13]=[C:8]([C:5]2[CH:4]=[C:3]([C:34]([F:37])([F:36])[F:35])[C:2]([NH2:1])=[N:7][CH:6]=2)[CH:9]=[C:10]([N:20]2[CH2:25][C@@H:24]3[CH2:26][C@H:21]2[CH2:22][NH:23]3)[N:11]=1. (2) Given the reactants C([O:4][C:5]1[CH:10]=[C:9]([C:11]#[N:12])[C:8](Br)=[C:7]([C:14]#[N:15])[C:6]=1[O:16]C(=O)C)(=O)C.[F:20][C:21]1[CH:22]=[C:23](B(O)O)[CH:24]=[C:25]([F:28])[C:26]=1[F:27].C(=O)([O-])[O-].[Na+].[Na+], predict the reaction product. The product is: [F:20][C:21]1[CH:22]=[C:23]([C:8]2[C:7]([C:14]#[N:15])=[C:6]([OH:16])[C:5]([OH:4])=[CH:10][C:9]=2[C:11]#[N:12])[CH:24]=[C:25]([F:28])[C:26]=1[F:27]. (3) Given the reactants C(NC1C=C(N[C:13]([C:15]2[CH:16]=[CH:17][C:18]3[CH:19]=[C:20]4[C:27](=[O:28])[NH:26][CH2:25][CH2:24][N:21]4[C:22]=3[CH:23]=2)=[O:14])C=CC=1)(=O)C=C.[NH2:29][C:30]1[S:34][C:33]([N:35]2[CH2:40][CH2:39][CH2:38][CH2:37][CH2:36]2)=[N:32][C:31]=1[NH:41][C:42](=[O:45])[CH:43]=[CH2:44], predict the reaction product. The product is: [C:42]([NH:41][C:31]1[N:32]=[C:33]([N:35]2[CH2:40][CH2:39][CH2:38][CH2:37][CH2:36]2)[S:34][C:30]=1[NH:29][C:13]([C:15]1[CH:16]=[CH:17][C:18]2[CH:19]=[C:20]3[C:27](=[O:28])[NH:26][CH2:25][CH2:24][N:21]3[C:22]=2[CH:23]=1)=[O:14])(=[O:45])[CH:43]=[CH2:44]. (4) Given the reactants [CH3:1][N:2]([C@H:17]([CH3:25])[CH2:18][C:19]1[CH:24]=[CH:23][CH:22]=[CH:21][CH:20]=1)[C:3](=[O:16])[O:4][C:5]1[CH:10]=[CH:9][CH:8]=[C:7]([C@@H:11]([N:13]([CH3:15])[CH3:14])[CH3:12])[CH:6]=1.[C:26]([OH:33])(=[O:32])/[CH:27]=[CH:28]/[C:29]([OH:31])=[O:30], predict the reaction product. The product is: [C:26]([OH:33])(=[O:32])/[CH:27]=[CH:28]/[C:29]([OH:31])=[O:30].[CH3:1][N:2]([C@H:17]([CH3:25])[CH2:18][C:19]1[CH:20]=[CH:21][CH:22]=[CH:23][CH:24]=1)[C:3](=[O:16])[O:4][C:5]1[CH:10]=[CH:9][CH:8]=[C:7]([C@@H:11]([N:13]([CH3:14])[CH3:15])[CH3:12])[CH:6]=1. (5) The product is: [Br:1][C:2]1[CH:7]=[C:6]([F:8])[C:5]([CH3:9])=[CH:4][C:3]=1[C:10]([O:13][CH2:15][O:16][CH2:17][CH3:18])([CH3:11])[CH3:12]. Given the reactants [Br:1][C:2]1[CH:7]=[C:6]([F:8])[C:5]([CH3:9])=[CH:4][C:3]=1[C:10]([OH:13])([CH3:12])[CH3:11].Cl[CH2:15][O:16][CH2:17][CH3:18].O, predict the reaction product. (6) Given the reactants [OH:1][C:2]1[CH:7]=[CH:6][C:5]([C:8](=O)/[CH:9]=[CH:10]/[C:11]2[S:15][CH:14]=[N:13][C:12]=2[CH3:16])=[CH:4][C:3]=1[CH3:18].[NH2:19][C:20]([NH2:22])=[O:21], predict the reaction product. The product is: [OH:1][C:2]1[CH:7]=[CH:6][C:5]([C:8]2[CH:9]=[C:10]([C:11]3[S:15][CH:14]=[N:13][C:12]=3[CH3:16])[NH:22][C:20](=[O:21])[N:19]=2)=[CH:4][C:3]=1[CH3:18].